From a dataset of Peptide-MHC class I binding affinity with 185,985 pairs from IEDB/IMGT. Regression. Given a peptide amino acid sequence and an MHC pseudo amino acid sequence, predict their binding affinity value. This is MHC class I binding data. (1) The peptide sequence is ALTPPFHPY. The MHC is HLA-A02:12 with pseudo-sequence HLA-A02:12. The binding affinity (normalized) is 0.238. (2) The peptide sequence is MTDVDLNYY. The MHC is HLA-A01:01 with pseudo-sequence HLA-A01:01. The binding affinity (normalized) is 1.00. (3) The peptide sequence is HCALLDCIMY. The MHC is HLA-A30:02 with pseudo-sequence HLA-A30:02. The binding affinity (normalized) is 0.329. (4) The peptide sequence is ASSEVAVLY. The MHC is HLA-A24:02 with pseudo-sequence HLA-A24:02. The binding affinity (normalized) is 0.